This data is from Reaction yield outcomes from USPTO patents with 853,638 reactions. The task is: Predict the reaction yield, written as a fraction of the theoretical maximum amount of product (1.0 means a 100% yield; for example, 0.34 means a 34% yield). The reactants are [O:1]([CH2:8][CH2:9][O:10][C:11]1[C:12]([C:27]([O:29][CH3:30])=[O:28])=[N:13][C:14]([C:17]2[CH:26]=[C:25]3[C:20]([CH2:21][CH2:22][CH2:23][NH:24]3)=[CH:19][CH:18]=2)=[CH:15][CH:16]=1)[C:2]1[CH:7]=[CH:6][CH:5]=[CH:4][CH:3]=1.[S:31]1[C:35]2[CH:36]=[CH:37][CH:38]=[CH:39][C:34]=2[N:33]=[C:32]1[NH:40][C:41](=O)[O:42]C1C=CC([N+]([O-])=O)=CC=1. The catalyst is C(#N)C. The product is [S:31]1[C:35]2[CH:36]=[CH:37][CH:38]=[CH:39][C:34]=2[N:33]=[C:32]1[NH:40][C:41]([N:24]1[C:25]2[C:20](=[CH:19][CH:18]=[C:17]([C:14]3[N:13]=[C:12]([C:27]([O:29][CH3:30])=[O:28])[C:11]([O:10][CH2:9][CH2:8][O:1][C:2]4[CH:7]=[CH:6][CH:5]=[CH:4][CH:3]=4)=[CH:16][CH:15]=3)[CH:26]=2)[CH2:21][CH2:22][CH2:23]1)=[O:42]. The yield is 0.970.